Dataset: Catalyst prediction with 721,799 reactions and 888 catalyst types from USPTO. Task: Predict which catalyst facilitates the given reaction. (1) Reactant: [C:1]([C:5]1[CH:12]=[CH:11][C:8]([CH:9]=O)=[CH:7][CH:6]=1)([O:3][CH3:4])=[O:2].[C:13]([C:16]1[CH:21]=[CH:20][CH:19]=[CH:18][CH:17]=1)(=[O:15])[CH3:14].C[O-].[Na+].Cl. Product: [CH3:4][O:3][C:1](=[O:2])[C:5]1[CH:12]=[CH:11][C:8]([CH:9]=[CH:14][C:13](=[O:15])[C:16]2[CH:21]=[CH:20][CH:19]=[CH:18][CH:17]=2)=[CH:7][CH:6]=1. The catalyst class is: 191. (2) Reactant: [CH:1]1([S:4]([C:7]2[CH:12]=[CH:11][C:10]([CH:13]([CH2:33][CH:34]3[CH2:39][CH2:38][O:37][CH2:36][CH2:35]3)[C:14](=[O:32])[CH2:15][CH2:16][C:17]([C:19]3[S:20][C:21]([CH2:24][O:25]C4CCCCO4)=[CH:22][N:23]=3)=[O:18])=[CH:9][CH:8]=2)(=[O:6])=[O:5])[CH2:3][CH2:2]1.Cl.C(=O)([O-])O.[Na+]. Product: [CH:1]1([S:4]([C:7]2[CH:8]=[CH:9][C:10]([CH:13]([CH2:33][CH:34]3[CH2:35][CH2:36][O:37][CH2:38][CH2:39]3)[C:14](=[O:32])[CH2:15][CH2:16][C:17]([C:19]3[S:20][C:21]([CH2:24][OH:25])=[CH:22][N:23]=3)=[O:18])=[CH:11][CH:12]=2)(=[O:6])=[O:5])[CH2:2][CH2:3]1. The catalyst class is: 7. (3) Reactant: [OH:1][C:2]1[C:10]([CH3:11])=[CH:9][CH:8]=[C:7]2[C:3]=1[CH2:4][CH2:5][C:6]2=O.[H][H]. Product: [CH3:11][C:10]1[CH:9]=[CH:8][C:7]2[CH2:6][CH2:5][CH2:4][C:3]=2[C:2]=1[OH:1]. The catalyst class is: 19. (4) Reactant: [NH2:1][C:2]1[N:6]([CH2:7][CH2:8][F:9])[N:5]=[CH:4][C:3]=1[NH:10][C:11](=[O:22])[CH2:12][CH2:13][NH:14][C:15](=[O:21])[O:16][C:17]([CH3:20])([CH3:19])[CH3:18].C(N(CC)CC)C.[C:30](Cl)([C:43]1[CH:48]=[CH:47][CH:46]=[CH:45][CH:44]=1)([C:37]1[CH:42]=[CH:41][CH:40]=[CH:39][CH:38]=1)[C:31]1[CH:36]=[CH:35][CH:34]=[CH:33][CH:32]=1.O. Product: [F:9][CH2:8][CH2:7][N:6]1[C:2]([NH:1][C:30]([C:31]2[CH:36]=[CH:35][CH:34]=[CH:33][CH:32]=2)([C:43]2[CH:44]=[CH:45][CH:46]=[CH:47][CH:48]=2)[C:37]2[CH:38]=[CH:39][CH:40]=[CH:41][CH:42]=2)=[C:3]([NH:10][C:11](=[O:22])[CH2:12][CH2:13][NH:14][C:15](=[O:21])[O:16][C:17]([CH3:19])([CH3:18])[CH3:20])[CH:4]=[N:5]1. The catalyst class is: 546. (5) Reactant: [CH3:1][C@H:2]1[CH2:7][CH2:6][C@H:5]([C:8]([N:10]([CH:33]([CH3:35])[CH3:34])[C:11]2[CH:15]=[C:14]([C:16]3[CH:21]=[CH:20][C:19]([NH:22][C:23]([C:25]4[N:26]=[CH:27][S:28][CH:29]=4)=[O:24])=[CH:18][CH:17]=3)[S:13][C:12]=2[C:30]([OH:32])=[O:31])=[O:9])[CH2:4][CH2:3]1.[OH-].[OH:37][CH2:38][CH2:39][N+:40]([CH3:43])([CH3:42])[CH3:41]. Product: [OH:37][CH2:38][CH2:39][N+:40]([CH3:43])([CH3:42])[CH3:41].[CH3:1][C@H:2]1[CH2:7][CH2:6][C@H:5]([C:8]([N:10]([CH:33]([CH3:35])[CH3:34])[C:11]2[CH:15]=[C:14]([C:16]3[CH:17]=[CH:18][C:19]([NH:22][C:23]([C:25]4[N:26]=[CH:27][S:28][CH:29]=4)=[O:24])=[CH:20][CH:21]=3)[S:13][C:12]=2[C:30]([O-:32])=[O:31])=[O:9])[CH2:4][CH2:3]1. The catalyst class is: 11. (6) Product: [Cl:1][C:2]1[CH:11]=[CH:10][CH:9]=[C:8]2[C:3]=1[C:4]([N:26]1[CH2:31][CH2:30][NH:29][CH2:28][CH2:27]1)=[CH:5][C:6]([CH3:12])=[N:7]2. The catalyst class is: 2. Reactant: [Cl:1][C:2]1[CH:11]=[CH:10][CH:9]=[C:8]2[C:3]=1[C:4](=O)[CH2:5][C:6]([CH3:12])=[N:7]2.O=P(Cl)(Cl)Cl.C(OC([N:26]1[CH2:31][CH2:30][NH:29][CH2:28][CH2:27]1)=O)(C)(C)C.FC(F)(F)C(O)=O. (7) Reactant: [Cl:1][C:2]1[N:7]=[C:6]([Cl:8])[C:5]([CH:9]=[O:10])=[C:4]([C:11]([C:13]2[CH:18]=[CH:17][CH:16]=[CH:15][CH:14]=2)=[CH2:12])[N:3]=1.[CH:19]([Mg]Br)=[CH2:20].[NH4+].[Cl-].C(OCC)(=O)C. Product: [Cl:1][C:2]1[N:7]=[C:6]([Cl:8])[C:5]([CH:9]([OH:10])[CH:19]=[CH2:20])=[C:4]([C:11]([C:13]2[CH:18]=[CH:17][CH:16]=[CH:15][CH:14]=2)=[CH2:12])[N:3]=1. The catalyst class is: 1.